This data is from Forward reaction prediction with 1.9M reactions from USPTO patents (1976-2016). The task is: Predict the product of the given reaction. (1) Given the reactants [NH2:1][C:2]1[CH:3]=[C:4]([CH:15]=[CH:16][C:17]=1[F:18])[O:5][C:6]1[CH:7]=[CH:8][C:9]([C:12]([OH:14])=O)=[N:10][CH:11]=1.CN.C1COCC1.C1C=CC2N(O)N=[N:32][C:30]=2C=1.Cl.C(N=C=C(N)CCN(C)C)C.Cl.C(N=C=NCCCN(C)C)C, predict the reaction product. The product is: [NH2:1][C:2]1[CH:3]=[C:4]([CH:15]=[CH:16][C:17]=1[F:18])[O:5][C:6]1[CH:7]=[CH:8][C:9]([C:12]([NH:32][CH3:30])=[O:14])=[N:10][CH:11]=1. (2) The product is: [C:25]([O:28][CH:29]1[O:31][C@H:14]([CH2:16][Cl:17])[C@@H:9]([O:10][C:11](=[O:13])[CH3:12])[C@H:30]1[O:21][C:22](=[O:39])[CH3:24])(=[O:27])[CH3:26]. Given the reactants COC1O[C@H:14]([CH2:16][Cl:17])[C@@H:9]([O:10][C:11](=[O:13])[CH3:12])[C@H]1OC(=O)C.C([O:21][CH:22]([CH3:24])C)(C)C.[C:25]([O:28][C:29](=[O:31])[CH3:30])(=[O:27])[CH3:26].N1C=CC=CC=1.S(=O)(=O)(O)[OH:39], predict the reaction product. (3) Given the reactants [CH3:1][O:2][C:3]([C:5]1[C:6]2[CH:7]=[CH:8][CH:9]=[N:10][C:11]=2[CH:12]=[C:13](Br)[C:14]=1[NH2:15])=[O:4].[C:17]([O-])([O-])=O.[K+].[K+].CB1OB(C)OB(C)O1, predict the reaction product. The product is: [CH3:1][O:2][C:3]([C:5]1[C:6]2[CH:7]=[CH:8][CH:9]=[N:10][C:11]=2[CH:12]=[C:13]([CH3:17])[C:14]=1[NH2:15])=[O:4].